From a dataset of Forward reaction prediction with 1.9M reactions from USPTO patents (1976-2016). Predict the product of the given reaction. (1) Given the reactants C[O:2][C:3]([C@@H:5]1[CH2:9][CH2:8][CH2:7][C@@H:6]1[N:10]([CH2:31][C:32]1[CH:37]=[CH:36][C:35]([F:38])=[CH:34][CH:33]=1)[C:11](=[O:30])[CH2:12][C:13]1[NH:18][C:17]2[CH:19]=[CH:20][C:21]([NH:23][S:24]([CH3:27])(=[O:26])=[O:25])=[CH:22][C:16]=2[S:15](=[O:29])(=[O:28])[N:14]=1)=O.[O-]CC.[Na+], predict the reaction product. The product is: [F:38][C:35]1[CH:36]=[CH:37][C:32]([CH2:31][N:10]2[C@@H:6]3[C@@H:5]([CH2:9][CH2:8][CH2:7]3)[C:3]([OH:2])=[C:12]([C:13]3[NH:18][C:17]4[CH:19]=[CH:20][C:21]([NH:23][S:24]([CH3:27])(=[O:26])=[O:25])=[CH:22][C:16]=4[S:15](=[O:28])(=[O:29])[N:14]=3)[C:11]2=[O:30])=[CH:33][CH:34]=1. (2) Given the reactants Cl[C:2]1[N:10]=[CH:9][CH:8]=[CH:7][C:3]=1[C:4]([OH:6])=[O:5].[H-].[Na+].[C:13]1([CH2:19][CH2:20][CH2:21][CH2:22][CH2:23][OH:24])[CH:18]=[CH:17][CH:16]=[CH:15][CH:14]=1.Cl, predict the reaction product. The product is: [C:13]1([CH2:19][CH2:20][CH2:21][CH2:22][CH2:23][O:24][C:2]2[N:10]=[CH:9][CH:8]=[CH:7][C:3]=2[C:4]([OH:6])=[O:5])[CH:18]=[CH:17][CH:16]=[CH:15][CH:14]=1.